Dataset: Full USPTO retrosynthesis dataset with 1.9M reactions from patents (1976-2016). Task: Predict the reactants needed to synthesize the given product. (1) Given the product [CH3:33][O:32][C:11]1[CH:12]=[C:13]2[C:18](=[CH:19][C:10]=1[O:9][CH2:8][CH2:7][N:40]1[CH2:45][CH2:44][O:43][CH2:42][CH2:41]1)[N:17]=[CH:16][CH:15]=[C:14]2[O:20][C:21]1[C:22]([CH3:31])=[N:23][C:24]2[C:29]([CH:30]=1)=[CH:28][CH:27]=[CH:26][CH:25]=2, predict the reactants needed to synthesize it. The reactants are: CN(C)C=O.Cl[CH2:7][CH2:8][O:9][C:10]1[CH:19]=[C:18]2[C:13]([C:14]([O:20][C:21]3[C:22]([CH3:31])=[N:23][C:24]4[C:29]([CH:30]=3)=[CH:28][CH:27]=[CH:26][CH:25]=4)=[CH:15][CH:16]=[N:17]2)=[CH:12][C:11]=1[O:32][CH3:33].C(=O)([O-])[O-].[K+].[K+].[NH:40]1[CH2:45][CH2:44][O:43][CH2:42][CH2:41]1. (2) Given the product [Cl:1][C:2]1[CH:7]=[CH:6][N:5]=[C:4]2[C:8]([C:11](=[O:15])[C:12]([N:28]3[CH2:27][CH2:26][C:25](=[C:22]([C:16]4[CH:21]=[CH:20][CH:19]=[CH:18][CH:17]=4)[C:23]#[N:24])[CH2:30][CH2:29]3)=[O:14])=[CH:9][NH:10][C:3]=12, predict the reactants needed to synthesize it. The reactants are: [Cl:1][C:2]1[CH:7]=[CH:6][N:5]=[C:4]2[C:8]([C:11](=[O:15])[C:12]([OH:14])=O)=[CH:9][NH:10][C:3]=12.[C:16]1([C:22](=[C:25]2[CH2:30][CH2:29][NH:28][CH2:27][CH2:26]2)[C:23]#[N:24])[CH:21]=[CH:20][CH:19]=[CH:18][CH:17]=1.CCOP(ON1N=NC2C=CC=CC=2C1=O)(OCC)=O.C(N(C(C)C)C(C)C)C. (3) The reactants are: [Cl:1][C:2]1[CH:7]=[CH:6][C:5](B(O)O)=[CH:4][CH:3]=1.Br[C:12]1[CH:13]=[CH:14][C:15]([CH3:19])=[C:16]([CH:18]=1)[NH2:17].C(=O)([O-])[O-].[Na+].[Na+]. Given the product [NH2:17][C:16]1[CH:18]=[C:12]([C:5]2[CH:6]=[CH:7][C:2]([Cl:1])=[CH:3][CH:4]=2)[CH:13]=[CH:14][C:15]=1[CH3:19], predict the reactants needed to synthesize it. (4) Given the product [N:1]1[CH:6]=[CH:5][CH:4]=[C:3]([C:7]([C:9]2[CH:14]=[CH:13][C:12]([C:15]([F:16])([F:17])[F:18])=[CH:11][CH:10]=2)=[O:8])[CH:2]=1, predict the reactants needed to synthesize it. The reactants are: [N:1]1[CH:6]=[CH:5][CH:4]=[C:3]([CH:7]([C:9]2[CH:14]=[CH:13][C:12]([C:15]([F:18])([F:17])[F:16])=[CH:11][CH:10]=2)[OH:8])[CH:2]=1.CN1C(C(C2C=CC=CN=2)O)=CN=C1. (5) Given the product [C:30]1([CH:7]([C:1]2[CH:2]=[CH:3][CH:4]=[CH:5][CH:6]=2)[N:8]2[C:12]3=[N:13][CH:14]=[CH:15][CH:16]=[C:11]3[CH:10]([C:17]3[C:26]([OH:27])=[CH:25][C:20]4[O:21][CH2:22][CH2:23][O:24][C:19]=4[CH:18]=3)[C:9]2=[O:29])[CH:31]=[CH:32][CH:33]=[CH:34][CH:35]=1, predict the reactants needed to synthesize it. The reactants are: [C:1]1([CH:7]([C:30]2[CH:35]=[CH:34][CH:33]=[CH:32][CH:31]=2)[N:8]2[C:12]3=[N:13][CH:14]=[CH:15][CH:16]=[C:11]3[C:10](O)([C:17]3[C:26]([OH:27])=[CH:25][C:20]4[O:21][CH2:22][CH2:23][O:24][C:19]=4[CH:18]=3)[C:9]2=[O:29])[CH:6]=[CH:5][CH:4]=[CH:3][CH:2]=1.C([SiH](CC)CC)C.FC(F)(F)C(O)=O. (6) Given the product [CH3:12][S:9]([C:6]1([CH2:4][OH:3])[CH2:8][CH2:7]1)(=[O:11])=[O:10], predict the reactants needed to synthesize it. The reactants are: C([O:3][C:4]([C:6]1([S:9]([CH3:12])(=[O:11])=[O:10])[CH2:8][CH2:7]1)=O)C.[H-].[Al+3].[Li+].[H-].[H-].[H-].S([O-])([O-])(=O)=O.[Na+].[Na+]. (7) The reactants are: [CH3:1][C@@H:2]1[CH2:6][CH2:5][CH2:4][NH:3]1.C(=O)([O-])[O-].[Cs+].[Cs+].Cl[CH2:14][CH2:15][O:16][C:17]1[CH:22]=[CH:21][C:20]([I:23])=[CH:19][CH:18]=1. Given the product [I:23][C:20]1[CH:21]=[CH:22][C:17]([O:16][CH2:15][CH2:14][N:3]2[CH2:4][CH2:5][CH2:6][C@H:2]2[CH3:1])=[CH:18][CH:19]=1, predict the reactants needed to synthesize it. (8) Given the product [O:19]=[S:2]1(=[O:1])[CH2:3][CH:4]([N:6]2[CH2:7][CH2:8][N:9]([C:12]3[N:33]=[CH:32][N:31]=[C:30]([NH:34][C:35]4[S:36][C:37]([C:40]#[N:41])=[CH:38][N:39]=4)[CH:29]=3)[CH2:10][CH2:11]2)[CH2:5]1, predict the reactants needed to synthesize it. The reactants are: [O:1]=[S:2]1(=[O:19])[CH2:5][CH:4]([N:6]2[CH2:11][CH2:10][N:9]([C:12](OC(C)(C)C)=O)[CH2:8][CH2:7]2)[CH2:3]1.FC(F)(F)C(O)=O.ClC1[N:33]=[CH:32][N:31]=[C:30]([NH:34][C:35]2[S:36][C:37]([C:40]#[N:41])=[CH:38][N:39]=2)[CH:29]=1.C(N(CC)CC)C.